The task is: Predict which catalyst facilitates the given reaction.. This data is from Catalyst prediction with 721,799 reactions and 888 catalyst types from USPTO. (1) Reactant: [CH:1]1([C:4]2[NH:8][N:7]=[C:6]([NH:9][C:10]3[C:15]([C:16]#[C:17][Si](C)(C)C)=[CH:14][N:13]=[C:12]([C:22]4[CH:27]=[CH:26][CH:25]=[CH:24][CH:23]=4)[N:11]=3)[CH:5]=2)[CH2:3][CH2:2]1. Product: [CH:1]1([C:4]2[NH:8][N:7]=[C:6]([NH:9][C:10]3[C:15]([C:16]#[CH:17])=[CH:14][N:13]=[C:12]([C:22]4[CH:23]=[CH:24][CH:25]=[CH:26][CH:27]=4)[N:11]=3)[CH:5]=2)[CH2:3][CH2:2]1. The catalyst class is: 273. (2) Reactant: Cl.[NH2:2][C@H:3]([C:14]([O:16][CH3:17])=[O:15])[CH2:4][C:5]1[C:13]2[C:8](=[CH:9][CH:10]=[CH:11][CH:12]=2)[NH:7][CH:6]=1.C(N(CC)CC)C.[CH3:25][C:26]1[CH:27]=[C:28]([CH:34]=[CH:35][CH:36]=1)[CH:29]=[CH:30][C:31](O)=[O:32].CCN=C=NCCCN(C)C.Cl. Product: [CH3:25][C:26]1[CH:27]=[C:28]([CH:29]=[CH:30][C:31]([NH:2][C@H:3]([C:14]([O:16][CH3:17])=[O:15])[CH2:4][C:5]2[C:13]3[C:8](=[CH:9][CH:10]=[CH:11][CH:12]=3)[NH:7][CH:6]=2)=[O:32])[CH:34]=[CH:35][CH:36]=1. The catalyst class is: 2.